From a dataset of NCI-60 drug combinations with 297,098 pairs across 59 cell lines. Regression. Given two drug SMILES strings and cell line genomic features, predict the synergy score measuring deviation from expected non-interaction effect. (1) Drug 1: CC1C(C(CC(O1)OC2CC(OC(C2O)C)OC3=CC4=CC5=C(C(=O)C(C(C5)C(C(=O)C(C(C)O)O)OC)OC6CC(C(C(O6)C)O)OC7CC(C(C(O7)C)O)OC8CC(C(C(O8)C)O)(C)O)C(=C4C(=C3C)O)O)O)O. Drug 2: CCC1(C2=C(COC1=O)C(=O)N3CC4=CC5=C(C=CC(=C5CN(C)C)O)N=C4C3=C2)O.Cl. Cell line: MDA-MB-231. Synergy scores: CSS=21.7, Synergy_ZIP=-2.58, Synergy_Bliss=-0.785, Synergy_Loewe=-8.95, Synergy_HSA=-0.0581. (2) Drug 1: C1CN1P(=S)(N2CC2)N3CC3. Drug 2: CC(C)(C#N)C1=CC(=CC(=C1)CN2C=NC=N2)C(C)(C)C#N. Cell line: SN12C. Synergy scores: CSS=12.9, Synergy_ZIP=-4.67, Synergy_Bliss=3.75, Synergy_Loewe=1.64, Synergy_HSA=2.10. (3) Drug 1: COC1=CC(=CC(=C1O)OC)C2C3C(COC3=O)C(C4=CC5=C(C=C24)OCO5)OC6C(C(C7C(O6)COC(O7)C8=CC=CS8)O)O. Drug 2: C1C(C(OC1N2C=NC3=C(N=C(N=C32)Cl)N)CO)O. Cell line: SK-MEL-2. Synergy scores: CSS=45.2, Synergy_ZIP=-1.11, Synergy_Bliss=0.466, Synergy_Loewe=-3.74, Synergy_HSA=0.320. (4) Cell line: T-47D. Drug 2: C1=CN(C(=O)N=C1N)C2C(C(C(O2)CO)O)O.Cl. Synergy scores: CSS=6.82, Synergy_ZIP=0.208, Synergy_Bliss=6.21, Synergy_Loewe=2.33, Synergy_HSA=4.52. Drug 1: CC(C1=C(C=CC(=C1Cl)F)Cl)OC2=C(N=CC(=C2)C3=CN(N=C3)C4CCNCC4)N.